This data is from Reaction yield outcomes from USPTO patents with 853,638 reactions. The task is: Predict the reaction yield, written as a fraction of the theoretical maximum amount of product (1.0 means a 100% yield; for example, 0.34 means a 34% yield). (1) The reactants are [CH3:1][NH:2][CH2:3][C:4]1[O:5][C:6]2[CH:13]=[CH:12][CH:11]=[CH:10][C:7]=2[C:8]=1[CH3:9].[O:14]=[C:15]1[CH2:20][O:19][C:18]2[CH:21]=[C:22]([CH:25]=[CH:26][C:27](O)=[O:28])[CH:23]=[N:24][C:17]=2[NH:16]1.ON1C2C=CC=CC=2N=N1.C(N(C(C)C)CC)(C)C.CN(C)CCCN=C=NCC. The catalyst is CN(C=O)C.O. The product is [CH3:1][N:2]([CH2:3][C:4]1[O:5][C:6]2[CH:13]=[CH:12][CH:11]=[CH:10][C:7]=2[C:8]=1[CH3:9])[C:27](=[O:28])/[CH:26]=[CH:25]/[C:22]1[CH:23]=[N:24][C:17]2[NH:16][C:15](=[O:14])[CH2:20][O:19][C:18]=2[CH:21]=1. The yield is 0.500. (2) The reactants are [Br:1][C:2]1[CH:13]=[CH:12][C:5]2[O:6][CH2:7][CH2:8][CH2:9][C:10](=[O:11])[C:4]=2[CH:3]=1.[Br:14]Br. The catalyst is CCOCC. The product is [Br:14][CH:9]1[CH2:8][CH2:7][O:6][C:5]2[CH:12]=[CH:13][C:2]([Br:1])=[CH:3][C:4]=2[C:10]1=[O:11]. The yield is 0.890.